Dataset: Reaction yield outcomes from USPTO patents with 853,638 reactions. Task: Predict the reaction yield, written as a fraction of the theoretical maximum amount of product (1.0 means a 100% yield; for example, 0.34 means a 34% yield). (1) The reactants are C1(C)C=CC(S(O[CH:11]([CH2:13]/[CH:14]=[CH:15]/[C:16]2[CH:17]=[N:18][CH:19]=[C:20]([O:22][CH3:23])[CH:21]=2)[CH3:12])(=O)=O)=CC=1.[CH3:25][NH2:26]. The catalyst is C(O)C. The product is [CH3:25][NH:26][CH:11]([CH2:13]/[CH:14]=[CH:15]/[C:16]1[CH:17]=[N:18][CH:19]=[C:20]([O:22][CH3:23])[CH:21]=1)[CH3:12]. The yield is 0.418. (2) The reactants are [CH3:1][C:2]1[CH:3]([C:10]2[CH:17]=[CH:16][CH:15]=[CH:14][C:11]=2[CH:12]=[O:13])[C:4]([CH3:9])=[C:5]([CH3:8])[C:6]=1[CH3:7].[BH4-].[Na+].C1(C)C=CC=CC=1.O. The catalyst is C(O)C. The product is [CH3:1][C:2]1[CH:3]([C:10]2[CH:17]=[CH:16][CH:15]=[CH:14][C:11]=2[CH2:12][OH:13])[C:4]([CH3:9])=[C:5]([CH3:8])[C:6]=1[CH3:7]. The yield is 0.960. (3) The reactants are [NH2:1][C:2]1[CH:7]=[CH:6][C:5]([I:8])=[CH:4][C:3]=1[C:9]([C:11]1[CH:16]=[CH:15][C:14]([S:17]([CH3:20])(=[O:19])=[O:18])=[CH:13][CH:12]=1)=O.[F:21][C:22]([F:30])([F:29])[C:23](=[O:28])[CH2:24][C:25](=O)[CH3:26].C(O)(C)C. The catalyst is CCCCCCC.C(OCC)(=O)C. The product is [F:21][C:22]([F:30])([F:29])[C:23]([C:24]1[C:25]([CH3:26])=[N:1][C:2]2[C:3]([C:9]=1[C:11]1[CH:16]=[CH:15][C:14]([S:17]([CH3:20])(=[O:19])=[O:18])=[CH:13][CH:12]=1)=[CH:4][C:5]([I:8])=[CH:6][CH:7]=2)=[O:28]. The yield is 0.550. (4) The reactants are [Cl:1][C:2]1[CH:7]=[C:6]([N+:8]([O-:10])=[O:9])[CH:5]=[CH:4][C:3]=1[OH:11].Cl[CH2:13][C:14]#[N:15]. No catalyst specified. The product is [Cl:1][C:2]1[CH:7]=[C:6]([N+:8]([O-:10])=[O:9])[CH:5]=[CH:4][C:3]=1[O:11][CH2:13][C:14]#[N:15]. The yield is 0.390. (5) The reactants are Cl[C:2]1[CH:7]=[C:6]([CH3:8])[NH:5][C:4](=[O:9])[C:3]=1[C:10]#[N:11].[CH2:12]([NH2:14])[CH3:13].Cl. The catalyst is CO. The product is [CH2:12]([NH:14][C:2]1[CH:7]=[C:6]([CH3:8])[NH:5][C:4](=[O:9])[C:3]=1[C:10]#[N:11])[CH3:13]. The yield is 0.622.